This data is from NCI-60 drug combinations with 297,098 pairs across 59 cell lines. The task is: Regression. Given two drug SMILES strings and cell line genomic features, predict the synergy score measuring deviation from expected non-interaction effect. Drug 1: C1CC(C1)(C(=O)O)C(=O)O.[NH2-].[NH2-].[Pt+2]. Drug 2: C1CN1C2=NC(=NC(=N2)N3CC3)N4CC4. Cell line: TK-10. Synergy scores: CSS=13.2, Synergy_ZIP=-1.36, Synergy_Bliss=4.59, Synergy_Loewe=-8.98, Synergy_HSA=0.408.